From a dataset of Forward reaction prediction with 1.9M reactions from USPTO patents (1976-2016). Predict the product of the given reaction. (1) Given the reactants S(Cl)([Cl:3])=O.O[CH2:6][C:7]1[C:8]2[N:9]([N:15]=[C:16]([C:18]([F:21])([F:20])[F:19])[CH:17]=2)[C:10]([O:13][CH3:14])=[CH:11][CH:12]=1.C(=O)([O-])O.[Na+], predict the reaction product. The product is: [Cl:3][CH2:6][C:7]1[C:8]2[N:9]([N:15]=[C:16]([C:18]([F:21])([F:20])[F:19])[CH:17]=2)[C:10]([O:13][CH3:14])=[CH:11][CH:12]=1. (2) Given the reactants [Li]CCCC.[F:6][C:7]1[CH:12]=[CH:11][CH:10]=[CH:9][C:8]=1[F:13].[CH3:14][Si:15](Cl)([CH3:17])[CH3:16].C(OC)(C)(C)C, predict the reaction product. The product is: [F:6][C:7]1[CH:12]=[CH:11][CH:10]=[C:9]([Si:15]([CH3:17])([CH3:16])[CH3:14])[C:8]=1[F:13]. (3) Given the reactants CCN(C(C)C)C(C)C.[NH2:10][CH2:11][C:12]1[C:13](=[O:23])[NH:14][C:15]2[C:20]([CH:21]=1)=[CH:19][C:18]([Cl:22])=[CH:17][CH:16]=2.Cl[C:25]1[N:30]=[C:29]([N:31]2[C@@H:35]([CH:36]([CH3:38])[CH3:37])[CH2:34][O:33][C:32]2=[O:39])[CH:28]=[CH:27][N:26]=1, predict the reaction product. The product is: [Cl:22][C:18]1[CH:19]=[C:20]2[C:15](=[CH:16][CH:17]=1)[NH:14][C:13](=[O:23])[C:12]([CH2:11][NH:10][C:25]1[N:30]=[C:29]([N:31]3[C@@H:35]([CH:36]([CH3:37])[CH3:38])[CH2:34][O:33][C:32]3=[O:39])[CH:28]=[CH:27][N:26]=1)=[CH:21]2. (4) Given the reactants C([O:8][C:9](=O)[NH:10][C:11]1[CH:16]=[CH:15][C:14]([N:17]2[CH:21]=[C:20]([CH3:22])[N:19]=[N:18]2)=[C:13]([F:23])[CH:12]=1)C1C=CC=CC=1.C[Si](C)(C)[N-][Si](C)(C)C.[Li+].[CH3:35][C:36]([CH3:38])=[O:37].C(OCC)(=[O:41])C, predict the reaction product. The product is: [F:23][C:13]1[CH:12]=[C:11]([N:10]2[CH2:35][C@H:36]([CH2:38][OH:41])[O:37][C:9]2=[O:8])[CH:16]=[CH:15][C:14]=1[N:17]1[CH:21]=[C:20]([CH3:22])[N:19]=[N:18]1.